Dataset: Full USPTO retrosynthesis dataset with 1.9M reactions from patents (1976-2016). Task: Predict the reactants needed to synthesize the given product. (1) Given the product [NH2:2][CH2:1][C:3]1[CH:4]=[C:5]([S:19]([NH:22][C:23]2[CH:24]=[CH:25][CH:26]=[CH:27][CH:28]=2)(=[O:20])=[O:21])[CH:6]=[CH:7][C:8]=1[O:9][C:10]1[CH:15]=[CH:14][C:13]([S:16][CH3:17])=[C:12]([CH3:18])[CH:11]=1, predict the reactants needed to synthesize it. The reactants are: [C:1]([C:3]1[CH:4]=[C:5]([S:19]([NH:22][C:23]2[CH:28]=[CH:27][CH:26]=[CH:25][CH:24]=2)(=[O:21])=[O:20])[CH:6]=[CH:7][C:8]=1[O:9][C:10]1[CH:15]=[CH:14][C:13]([S:16][CH3:17])=[C:12]([CH3:18])[CH:11]=1)#[N:2].[H-].[H-].[H-].[H-].[Li+].[Al+3]. (2) Given the product [OH:6][C:7]1[CH:8]=[CH:9][C:10]2[N:11]([C:24](=[O:26])[CH3:25])[C:12]3[C:17]([S:18][C:19]=2[CH:20]=1)=[CH:16][C:15]([N+:21]([O-:23])=[O:22])=[CH:14][CH:13]=3, predict the reactants needed to synthesize it. The reactants are: B(Br)(Br)Br.C[O:6][C:7]1[CH:8]=[CH:9][C:10]2[N:11]([C:24](=[O:26])[CH3:25])[C:12]3[C:17]([S:18][C:19]=2[CH:20]=1)=[CH:16][C:15]([N+:21]([O-:23])=[O:22])=[CH:14][CH:13]=3. (3) Given the product [F:6][C:7]1[CH:13]=[CH:12][C:10]([NH:11][S:2]([CH3:1])(=[O:4])=[O:3])=[C:9]([I:14])[CH:8]=1, predict the reactants needed to synthesize it. The reactants are: [CH3:1][S:2](Cl)(=[O:4])=[O:3].[F:6][C:7]1[CH:13]=[CH:12][C:10]([NH2:11])=[C:9]([I:14])[CH:8]=1. (4) Given the product [Br:1][C:2]1[CH:7]=[CH:6][C:5]([C@@H:8]([O:13][C:25]2[CH:24]=[C:23]([Cl:28])[N:22]=[C:21]([NH2:20])[N:26]=2)[C:9]([F:12])([F:11])[F:10])=[C:4]([N:14]2[CH:18]=[CH:17][C:16]([CH3:19])=[N:15]2)[CH:3]=1, predict the reactants needed to synthesize it. The reactants are: [Br:1][C:2]1[CH:7]=[CH:6][C:5]([C@@H:8]([OH:13])[C:9]([F:12])([F:11])[F:10])=[C:4]([N:14]2[CH:18]=[CH:17][C:16]([CH3:19])=[N:15]2)[CH:3]=1.[NH2:20][C:21]1[N:26]=[C:25](Cl)[CH:24]=[C:23]([Cl:28])[N:22]=1.C([O-])([O-])=O.[Cs+].[Cs+]. (5) Given the product [OH:1][CH2:2][CH2:3][N:4]([CH2:6][C:7]1[CH:8]=[C:9]([CH:14]=[C:15]([CH3:17])[CH:16]=1)[C:10]([OH:12])=[O:11])[CH3:5], predict the reactants needed to synthesize it. The reactants are: [OH:1][CH2:2][CH2:3][N:4]([CH2:6][C:7]1[CH:8]=[C:9]([CH:14]=[C:15]([CH3:17])[CH:16]=1)[C:10]([O:12]C)=[O:11])[CH3:5].O.[OH-].[Li+].